This data is from Reaction yield outcomes from USPTO patents with 853,638 reactions. The task is: Predict the reaction yield, written as a fraction of the theoretical maximum amount of product (1.0 means a 100% yield; for example, 0.34 means a 34% yield). The reactants are Cl[C:2]1[C:11]2[C:6](=[CH:7][CH:8]=[CH:9][C:10]=2[O:12][CH:13]2[CH2:18][CH2:17][N:16]([CH3:19])[CH2:15][CH2:14]2)[N:5]=[CH:4][N:3]=1.[NH2:20][C:21]1[CH:22]=[C:23]2[C:27](=[CH:28][CH:29]=1)[NH:26][CH:25]=[CH:24]2. No catalyst specified. The product is [NH:26]1[C:27]2[C:23](=[CH:22][C:21]([NH:20][C:2]3[C:11]4[C:6](=[CH:7][CH:8]=[CH:9][C:10]=4[O:12][CH:13]4[CH2:18][CH2:17][N:16]([CH3:19])[CH2:15][CH2:14]4)[N:5]=[CH:4][N:3]=3)=[CH:29][CH:28]=2)[CH:24]=[CH:25]1. The yield is 0.550.